This data is from Forward reaction prediction with 1.9M reactions from USPTO patents (1976-2016). The task is: Predict the product of the given reaction. Given the reactants [NH2:1][C:2]1[N:7]=[C:6]([CH2:8][OH:9])[CH:5]=[CH:4][CH:3]=1.CN(C=O)C.C([N:23]=[C:24]=[S:25])(=O)C1C=CC=CC=1, predict the reaction product. The product is: [OH:9][CH2:8][C:6]1[N:7]=[C:2]([NH:1][C:24]([NH2:23])=[S:25])[CH:3]=[CH:4][CH:5]=1.